This data is from Full USPTO retrosynthesis dataset with 1.9M reactions from patents (1976-2016). The task is: Predict the reactants needed to synthesize the given product. Given the product [CH2:19]([O:18][C@@H:15]([CH2:14][S:13][CH2:1][CH2:2][CH2:3][CH2:4][CH2:5][CH2:6][CH2:7][CH2:8][CH2:9][CH2:10][CH2:11][CH3:12])[CH2:16][OH:17])[CH2:20][CH2:21][CH2:22][CH2:23][CH2:24][CH2:25][CH2:26][CH2:27][CH3:28].[CH2:37]([O:36][CH:33]([CH2:32][S:31][CH2:19][CH2:20][CH2:21][CH2:22][CH2:23][CH2:24][CH2:25][CH2:26][CH2:27][CH2:28][CH2:29][CH3:30])[CH2:34][OH:35])[CH2:38][CH2:39][CH2:40][CH2:41][CH2:42][CH2:43][CH2:44][CH2:45][CH3:46], predict the reactants needed to synthesize it. The reactants are: [CH2:1]([S:13][CH2:14][C@H:15]([OH:18])[CH2:16][OH:17])[CH2:2][CH2:3][CH2:4][CH2:5][CH2:6][CH2:7][CH2:8][CH2:9][CH2:10][CH2:11][CH3:12].[CH2:19]([S:31][CH2:32][CH:33]([OH:36])[CH2:34][OH:35])[CH2:20][CH2:21][CH2:22][CH2:23][CH2:24][CH2:25][CH2:26][CH2:27][CH2:28][CH2:29][CH3:30].[CH2:37](SC[C@@H](O)CO)[CH2:38][CH2:39][CH2:40][CH2:41][CH2:42][CH2:43][CH2:44][CH2:45][CH2:46]CC.